Dataset: Forward reaction prediction with 1.9M reactions from USPTO patents (1976-2016). Task: Predict the product of the given reaction. Given the reactants [OH:1][C:2]1[CH:7]=[CH:6][C:5]([C:8](=[O:10])[CH3:9])=[CH:4][C:3]=1[CH3:11].C([O-])([O-])=O.[K+].[K+].[CH2:18](Br)[C:19]1[CH:24]=[CH:23][CH:22]=[CH:21][CH:20]=1, predict the reaction product. The product is: [CH2:18]([O:1][C:2]1[CH:7]=[CH:6][C:5]([C:8](=[O:10])[CH3:9])=[CH:4][C:3]=1[CH3:11])[C:19]1[CH:24]=[CH:23][CH:22]=[CH:21][CH:20]=1.